From a dataset of Forward reaction prediction with 1.9M reactions from USPTO patents (1976-2016). Predict the product of the given reaction. (1) The product is: [CH2:1]([NH:3][C:4]1[N:5]=[CH:6][C:7]2[C:16](=[O:17])[N:15]([CH2:18][CH:19]3[CH2:20][CH2:21][N:22]([C:46]([C:42]4[O:41][CH:45]=[CH:44][CH:43]=4)=[O:47])[CH2:23][CH2:24]3)[CH2:14][C@H:13]3[N:9]([CH2:10][CH2:11][CH2:12]3)[C:8]=2[N:31]=1)[CH3:2]. Given the reactants [CH2:1]([NH:3][C:4]1[N:5]=[CH:6][C:7]2[C:16](=[O:17])[N:15]([CH2:18][CH:19]3[CH2:24][CH2:23][N:22](C4C=NC=NC=4)[CH2:21][CH2:20]3)[CH2:14][C@H:13]3[N:9]([CH2:10][CH2:11][CH2:12]3)[C:8]=2[N:31]=1)[CH3:2].C(N(CC)C(C)C)(C)C.[O:41]1[CH:45]=[CH:44][CH:43]=[C:42]1[C:46](Cl)=[O:47].O, predict the reaction product. (2) Given the reactants [C:1]([C:3]1[C:4]([C:9]2[CH:14]=[CH:13][CH:12]=[CH:11][CH:10]=2)=[N:5][O:6][C:7]=1[CH3:8])#[CH:2].Br[C:16]1[CH:21]=[CH:20][CH:19]=[C:18]([CH3:22])[N:17]=1, predict the reaction product. The product is: [CH3:22][C:18]1[CH:19]=[CH:20][CH:21]=[C:16]([C:2]#[C:1][C:3]2[C:4]([C:9]3[CH:14]=[CH:13][CH:12]=[CH:11][CH:10]=3)=[N:5][O:6][C:7]=2[CH3:8])[N:17]=1. (3) Given the reactants [F-].[K+].CN1C(=O)CCC1.[Cl:10][C:11]1[CH:16]=[CH:15][N:14]=[C:13]2[N:17]([S:21]([C:24]3[CH:29]=[CH:28][C:27]([CH3:30])=[CH:26][CH:25]=3)(=[O:23])=[O:22])[CH:18]=[C:19](I)[C:12]=12.C[Si](C)(C)[C:33]([F:36])([F:35])[F:34], predict the reaction product. The product is: [Cl:10][C:11]1[CH:16]=[CH:15][N:14]=[C:13]2[N:17]([S:21]([C:24]3[CH:29]=[CH:28][C:27]([CH3:30])=[CH:26][CH:25]=3)(=[O:23])=[O:22])[CH:18]=[C:19]([C:33]([F:36])([F:35])[F:34])[C:12]=12. (4) The product is: [CH2:13]([NH:21][C:22]([NH:12][CH2:2][C:3]1[CH:11]=[CH:10][C:8]([OH:9])=[C:5]([O:6][CH3:7])[CH:4]=1)=[O:23])[CH2:14][CH2:15][CH2:16][CH2:17][CH2:18][CH2:19][CH3:20]. Given the reactants Cl.[CH2:2]([NH2:12])[C:3]1[CH:11]=[CH:10][C:8]([OH:9])=[C:5]([O:6][CH3:7])[CH:4]=1.[CH2:13]([NH:21][C:22](N1C=CN=C1)=[O:23])[CH2:14][CH2:15][CH2:16][CH2:17][CH2:18][CH2:19][CH3:20].C(N(CC)CC)C, predict the reaction product. (5) Given the reactants Cl[CH2:2][C:3]1[N:7]([CH3:8])[N:6]=[CH:5][CH:4]=1.[C-:9]#[N:10].[Na+].O, predict the reaction product. The product is: [CH3:8][N:7]1[C:3]([CH2:2][C:9]#[N:10])=[CH:4][CH:5]=[N:6]1. (6) Given the reactants [CH3:1][O:2][C:3]1[CH:4]=[CH:5][C:6]([C@H:9]2[CH2:11][C@@H:10]2[CH2:12][O:13][C:14]2[C:23](B(O)O)=[CH:22][C:21]3[C:16](=[CH:17][CH:18]=[CH:19][N:20]=3)[N:15]=2)=[N:7][CH:8]=1.Br[C:28]1[S:32][C:31]([CH3:33])=[N:30][C:29]=1[CH3:34].[O-]P([O-])([O-])=O.[K+].[K+].[K+].COC1C=CC=C(OC)C=1C1C=CC=CC=1P(C1CCCCC1)C1CCCCC1, predict the reaction product. The product is: [CH3:33][C:31]1[S:32][C:28]([C:23]2[C:14]([O:13][CH2:12][C@H:10]3[CH2:11][C@@H:9]3[C:6]3[CH:5]=[CH:4][C:3]([O:2][CH3:1])=[CH:8][N:7]=3)=[N:15][C:16]3[C:21]([CH:22]=2)=[N:20][CH:19]=[CH:18][CH:17]=3)=[C:29]([CH3:34])[N:30]=1. (7) Given the reactants [N:1]1[C:10]2[C:5](=C[CH:7]=[C:8]3[CH:14]=[CH:13][CH:12]=[CH:11][C:9]3=2)[CH:4]=[CH:3][CH:2]=1.[OH-].[K+].[O-:17][Mn](=O)(=O)=O.[K+], predict the reaction product. The product is: [N:1]1[CH:2]=[CH:3][CH:4]=[C:5]2[C:7](=[O:17])[C:8]3[C:9]([C:10]=12)=[CH:11][CH:12]=[CH:13][CH:14]=3. (8) Given the reactants [OH:1][C:2]1[CH:3]=[CH:4][C:5]2[C:6]3[N:14]=[C:13]([C:15]4[CH:20]=[CH:19][CH:18]=[CH:17][CH:16]=4)[CH:12]=[C:11]([C:21]([NH2:23])=[O:22])[C:7]=3[NH:8][C:9]=2[CH:10]=1.[CH3:24][N:25]1[CH2:30][CH2:29][N:28]([CH2:31][CH2:32]O)[CH2:27][CH2:26]1, predict the reaction product. The product is: [CH3:24][N:25]1[CH2:30][CH2:29][N:28]([CH2:31][CH2:32][O:1][C:2]2[CH:3]=[CH:4][C:5]3[C:6]4[N:14]=[C:13]([C:15]5[CH:20]=[CH:19][CH:18]=[CH:17][CH:16]=5)[CH:12]=[C:11]([C:21]([NH2:23])=[O:22])[C:7]=4[NH:8][C:9]=3[CH:10]=2)[CH2:27][CH2:26]1. (9) Given the reactants [Si:1]([O:8][C:9]1[CH:14]=[CH:13][C:12]([C@@H:15]([NH:17][CH2:18][C:19]([O:21][CH3:22])=[O:20])[CH3:16])=[CH:11][CH:10]=1)([C:4]([CH3:7])([CH3:6])[CH3:5])([CH3:3])[CH3:2].O.[C:24](Cl)(=[O:34])[O:25][C:26]1[CH:31]=[CH:30][CH:29]=[C:28]([O:32][CH3:33])[CH:27]=1, predict the reaction product. The product is: [Si:1]([O:8][C:9]1[CH:10]=[CH:11][C:12]([C@@H:15]([N:17]([C:24]([O:25][C:26]2[CH:31]=[CH:30][CH:29]=[C:28]([O:32][CH3:33])[CH:27]=2)=[O:34])[CH2:18][C:19]([O:21][CH3:22])=[O:20])[CH3:16])=[CH:13][CH:14]=1)([C:4]([CH3:6])([CH3:7])[CH3:5])([CH3:3])[CH3:2]. (10) Given the reactants I[C:2]1[C:6]2=[N:7][CH:8]=[CH:9][CH:10]=[C:5]2[N:4]([C:11]([C:24]2[CH:29]=[CH:28][CH:27]=[CH:26][CH:25]=2)([C:18]2[CH:23]=[CH:22][CH:21]=[CH:20][CH:19]=2)[C:12]2[CH:17]=[CH:16][CH:15]=[CH:14][CH:13]=2)[N:3]=1.[CH:30]1[C:39]2[C:34](=[CH:35][CH:36]=[CH:37][CH:38]=2)[CH:33]=[CH:32][C:31]=1B(O)O, predict the reaction product. The product is: [CH:38]1[C:39]2[C:34](=[CH:33][CH:32]=[CH:31][CH:30]=2)[CH:35]=[CH:36][C:37]=1[C:2]1[C:6]2=[N:7][CH:8]=[CH:9][CH:10]=[C:5]2[N:4]([C:11]([C:24]2[CH:29]=[CH:28][CH:27]=[CH:26][CH:25]=2)([C:18]2[CH:23]=[CH:22][CH:21]=[CH:20][CH:19]=2)[C:12]2[CH:17]=[CH:16][CH:15]=[CH:14][CH:13]=2)[N:3]=1.